The task is: Predict the reactants needed to synthesize the given product.. This data is from Full USPTO retrosynthesis dataset with 1.9M reactions from patents (1976-2016). (1) Given the product [ClH:23].[ClH:23].[NH:8]1[CH2:13][CH2:12][CH:11]([NH:14][NH2:15])[CH2:10][CH2:9]1, predict the reactants needed to synthesize it. The reactants are: C(OC([N:8]1[CH2:13][CH2:12][CH:11]([NH:14][NH:15]C(OC(C)(C)C)=O)[CH2:10][CH2:9]1)=O)(C)(C)C.[ClH:23]. (2) Given the product [OH:11][C:8]1[CH:9]=[CH:10][C:4]2[S:3][C:2]([S:1][CH3:13])=[N:6][C:5]=2[CH:7]=1, predict the reactants needed to synthesize it. The reactants are: [SH:1][C:2]1[S:3][C:4]2[CH:10]=[CH:9][C:8]([O:11]C)=[CH:7][C:5]=2[N:6]=1.[C:13]1(C)C=CC(S(OC)(=O)=O)=CC=1. (3) The reactants are: [CH3:1][Mg]Br.[Br:4][C:5]1[CH:6]=[C:7]([CH:10]=[C:11]([C:13]([F:16])([F:15])[F:14])[CH:12]=1)[CH:8]=[O:9]. Given the product [Br:4][C:5]1[CH:6]=[C:7]([CH:8]([OH:9])[CH3:1])[CH:10]=[C:11]([C:13]([F:14])([F:15])[F:16])[CH:12]=1, predict the reactants needed to synthesize it. (4) Given the product [CH2:11]([N:18]1[C:26]2[C:21](=[CH:22][CH:23]=[C:24]([Cl:27])[CH:25]=2)[C:20]([CH:28]2[CH2:33][CH2:32][N:31]([CH2:9][CH:1]3[CH2:8][CH2:7][CH2:6][CH2:5][CH2:4][CH2:3][CH2:2]3)[CH2:30][CH2:29]2)=[CH:19]1)[C:12]1[CH:13]=[CH:14][CH:15]=[CH:16][CH:17]=1, predict the reactants needed to synthesize it. The reactants are: [CH:1]1([CH:9]=O)[CH2:8][CH2:7][CH2:6][CH2:5][CH2:4][CH2:3][CH2:2]1.[CH2:11]([N:18]1[C:26]2[C:21](=[CH:22][CH:23]=[C:24]([Cl:27])[CH:25]=2)[C:20]([CH:28]2[CH2:33][CH2:32][NH:31][CH2:30][CH2:29]2)=[CH:19]1)[C:12]1[CH:17]=[CH:16][CH:15]=[CH:14][CH:13]=1. (5) The reactants are: [OH-].[Na+].[NH2:3][C@@H:4]([C:7]([OH:9])=[O:8])[CH2:5][OH:6].[C:10]([O:14][C:15](O[C:15]([O:14][C:10]([CH3:13])([CH3:12])[CH3:11])=[O:16])=[O:16])([CH3:13])([CH3:12])[CH3:11]. Given the product [C:10]([O:14][C:15]([NH:3][C@H:4]([CH2:5][OH:6])[C:7]([OH:9])=[O:8])=[O:16])([CH3:13])([CH3:12])[CH3:11], predict the reactants needed to synthesize it.